This data is from Forward reaction prediction with 1.9M reactions from USPTO patents (1976-2016). The task is: Predict the product of the given reaction. (1) The product is: [NH2:7][C@@H:8]([CH:9]([CH3:11])[CH3:10])[C:12]([NH:13][CH2:14][CH2:15][SH:16])=[O:17]. Given the reactants C(OC(=O)[NH:7][C@H:8]([C:12](=[O:17])[NH:13][CH2:14][CH2:15][SH:16])[CH:9]([CH3:11])[CH3:10])(C)(C)C.C(Cl)Cl.C([SiH](CC)CC)C.FC(F)(F)C(O)=O, predict the reaction product. (2) Given the reactants [OH:1][C:2]1[CH:7]=[CH:6][C:5]([CH2:8][CH2:9][NH:10][C:11]2[N:16]=[C:15]([NH:17][C:18]3[CH:23]=[CH:22][CH:21]=[C:20]([CH3:24])[CH:19]=3)[C:14]([C:25]([OH:27])=O)=[CH:13][N:12]=2)=[CH:4][CH:3]=1.CCN=C=NCCCN(C)C.Cl.C1C=CC2N(O)N=NC=2C=1.[CH3:50][N:51]([CH3:55])[CH2:52][CH2:53][NH2:54], predict the reaction product. The product is: [CH3:50][N:51]([CH3:55])[CH2:52][CH2:53][NH:54][C:25]([C:14]1[C:15]([NH:17][C:18]2[CH:23]=[CH:22][CH:21]=[C:20]([CH3:24])[CH:19]=2)=[N:16][C:11]([NH:10][CH2:9][CH2:8][C:5]2[CH:6]=[CH:7][C:2]([OH:1])=[CH:3][CH:4]=2)=[N:12][CH:13]=1)=[O:27]. (3) Given the reactants Br[C:2]1[S:3][C:4]2[CH:10]=[C:9]([C:11]3[O:15][CH:14]=[N:13][C:12]=3[C:16]3[CH:21]=[CH:20][C:19]([F:22])=[CH:18][CH:17]=3)[CH:8]=[CH:7][C:5]=2[N:6]=1.[NH2:23][CH2:24][CH2:25][N:26]1[CH2:31][CH2:30][O:29][CH2:28][CH2:27]1, predict the reaction product. The product is: [F:22][C:19]1[CH:20]=[CH:21][C:16]([C:12]2[N:13]=[CH:14][O:15][C:11]=2[C:9]2[CH:8]=[CH:7][C:5]3[N:6]=[C:2]([NH:23][CH2:24][CH2:25][N:26]4[CH2:31][CH2:30][O:29][CH2:28][CH2:27]4)[S:3][C:4]=3[CH:10]=2)=[CH:17][CH:18]=1.